The task is: Predict the reaction yield, written as a fraction of the theoretical maximum amount of product (1.0 means a 100% yield; for example, 0.34 means a 34% yield).. This data is from Reaction yield outcomes from USPTO patents with 853,638 reactions. The reactants are [O-]P([O-])([O-])=O.[K+].[K+].[K+].[C@@H:9]1([NH2:16])[CH2:14][CH2:13][CH2:12][CH2:11][C@H:10]1[NH2:15].I[C:18]1[CH:19]=[C:20]([CH3:25])[CH:21]=[C:22]([CH3:24])[CH:23]=1. The catalyst is [Cu]I.COCCOCCOC. The product is [CH3:24][C:22]1[CH:23]=[C:18]([N:15]([C:18]2[CH:23]=[C:22]([CH3:24])[CH:21]=[C:20]([CH3:25])[CH:19]=2)[C@@H:10]2[CH2:11][CH2:12][CH2:13][CH2:14][C@H:9]2[NH2:16])[CH:19]=[C:20]([CH3:25])[CH:21]=1. The yield is 0.720.